The task is: Predict the reactants needed to synthesize the given product.. This data is from Full USPTO retrosynthesis dataset with 1.9M reactions from patents (1976-2016). (1) Given the product [Br:1][C:2]1[C:3]([F:13])=[C:4]2[C:5](=[CH:6][CH:7]=1)[C:10](=[O:11])[CH2:9][CH2:8]2, predict the reactants needed to synthesize it. The reactants are: [Br:1][C:2]1[C:3]([F:13])=[C:4]([CH2:8][CH2:9][C:10](Cl)=[O:11])[CH:5]=[CH:6][CH:7]=1.[Al+3].[Cl-].[Cl-].[Cl-]. (2) Given the product [F:1][C:2]1[CH:7]=[CH:6][C:5](/[CH:8]=[C:9]2/[C:10](=[O:16])[N:11]=[C:12]([N:21]3[CH2:22][CH2:23][N:18]([CH2:24][CH2:25][OH:26])[CH2:19][CH2:20]3)[S:13]/2)=[C:4]([OH:17])[CH:3]=1, predict the reactants needed to synthesize it. The reactants are: [F:1][C:2]1[CH:7]=[CH:6][C:5](/[CH:8]=[C:9]2/[C:10](=[O:16])[N:11]=[C:12](SC)[S:13]/2)=[C:4]([OH:17])[CH:3]=1.[N:18]1([CH2:24][CH2:25][OH:26])[CH2:23][CH2:22][NH:21][CH2:20][CH2:19]1. (3) Given the product [CH2:42]([O:49][C:50]1[CH:77]=[CH:76][C:75]([O:1][CH:2]2[CH2:7][CH2:6][N:5]([CH3:8])[CH2:4][CH2:3]2)=[CH:74][C:51]=1[C:52]([NH:54][C:55]1[CH:67]=[C:66]([C:68]2[CH:73]=[CH:72][CH:71]=[CH:70][CH:69]=2)[CH:65]=[CH:64][C:56]=1[C:57]([O:59][C:60]([CH3:63])([CH3:62])[CH3:61])=[O:58])=[O:53])[C:43]1[CH:44]=[CH:45][CH:46]=[CH:47][CH:48]=1, predict the reactants needed to synthesize it. The reactants are: [OH:1][CH:2]1[CH2:7][CH2:6][N:5]([CH3:8])[CH2:4][CH2:3]1.C1(P(C2C=CC=CC=2)C2C=CC=CC=2)C=CC=CC=1.N(C(OC(C)C)=O)=NC(OC(C)C)=O.[CH2:42]([O:49][C:50]1[CH:77]=[CH:76][C:75](O)=[CH:74][C:51]=1[C:52]([NH:54][C:55]1[CH:67]=[C:66]([C:68]2[CH:73]=[CH:72][CH:71]=[CH:70][CH:69]=2)[CH:65]=[CH:64][C:56]=1[C:57]([O:59][C:60]([CH3:63])([CH3:62])[CH3:61])=[O:58])=[O:53])[C:43]1[CH:48]=[CH:47][CH:46]=[CH:45][CH:44]=1. (4) Given the product [CH:1]([C:4]1[N:5]=[C:6]([C:33]2[CH:34]=[CH:35][C:36]([C:39]([F:41])([F:42])[F:40])=[CH:37][CH:38]=2)[S:7][C:8]=1[CH2:9][CH2:10][C:11]([C:13]1[CH:18]=[CH:17][C:16]([NH:19][CH3:32])=[CH:15][CH:14]=1)=[O:12])([CH3:3])[CH3:2], predict the reactants needed to synthesize it. The reactants are: [CH:1]([C:4]1[N:5]=[C:6]([C:33]2[CH:38]=[CH:37][C:36]([C:39]([F:42])([F:41])[F:40])=[CH:35][CH:34]=2)[S:7][C:8]=1[CH2:9][CH2:10][C:11]([C:13]1[CH:18]=[CH:17][C:16]([N:19]([CH3:32])S(C2C=CC=CC=2[N+]([O-])=O)(=O)=O)=[CH:15][CH:14]=1)=[O:12])([CH3:3])[CH3:2].C(=O)([O-])[O-].[K+].[K+].C1(S)C=CC=CC=1. (5) Given the product [Cl:1][C:2]1[CH:3]=[C:4]([NH:9][C:10]([N:12]2[CH2:17][CH2:16][N:15]([CH2:18][CH2:19][C:20](=[O:21])[N:25]3[CH2:30][CH2:29][CH2:28][CH2:27][CH2:26]3)[C:14](=[O:23])[C@@H:13]2[CH3:24])=[O:11])[CH:5]=[CH:6][C:7]=1[Cl:8], predict the reactants needed to synthesize it. The reactants are: [Cl:1][C:2]1[CH:3]=[C:4]([NH:9][C:10]([N:12]2[CH2:17][CH2:16][N:15]([CH2:18][CH2:19][C:20](O)=[O:21])[C:14](=[O:23])[C@@H:13]2[CH3:24])=[O:11])[CH:5]=[CH:6][C:7]=1[Cl:8].[NH:25]1[CH2:30][CH2:29][CH2:28][CH2:27][CH2:26]1. (6) Given the product [CH3:1][C:2]1[CH:3]=[C:4]([CH2:9][CH2:10][CH:11]2[NH:13][CH2:14][CH2:15][CH2:16][C:17]3[N:18]([CH2:23][CH3:24])[N:19]=[C:20]([CH3:22])[C:21]2=3)[CH:5]=[CH:6][C:7]=1[CH3:8], predict the reactants needed to synthesize it. The reactants are: [CH3:1][C:2]1[CH:3]=[C:4]([CH2:9][CH2:10][C:11]([NH:13][CH2:14][CH2:15][CH2:16][C:17]2[N:18]([CH2:23][CH3:24])[N:19]=[C:20]([CH3:22])[CH:21]=2)=O)[CH:5]=[CH:6][C:7]=1[CH3:8].P(Cl)(Cl)(Cl)=O.[BH4-].[Na+]. (7) Given the product [Cl:1][C:2]1[CH:3]=[CH:4][C:5]([C:28]([F:29])([F:30])[F:31])=[C:6]([CH:27]=1)[CH2:7][N:8]1[CH2:13][CH2:12][NH:11][C:10]2[N:14]=[CH:15][C:16]([C:18]3[CH:26]=[CH:25][C:21]([C:22]([N:38]4[CH2:39][CH2:40][N:35]([C:32](=[O:34])[CH3:33])[CH2:36][CH2:37]4)=[O:24])=[CH:20][CH:19]=3)=[CH:17][C:9]1=2, predict the reactants needed to synthesize it. The reactants are: [Cl:1][C:2]1[CH:3]=[CH:4][C:5]([C:28]([F:31])([F:30])[F:29])=[C:6]([CH:27]=1)[CH2:7][N:8]1[CH2:13][CH2:12][NH:11][C:10]2[N:14]=[CH:15][C:16]([C:18]3[CH:26]=[CH:25][C:21]([C:22]([OH:24])=O)=[CH:20][CH:19]=3)=[CH:17][C:9]1=2.[C:32]([N:35]1[CH2:40][CH2:39][NH:38][CH2:37][CH2:36]1)(=[O:34])[CH3:33]. (8) Given the product [NH2:52][C:48]1[N:47]=[C:46]([C:45]2[S:44][C:43]([C:53]([CH3:54])([CH3:56])[CH3:55])=[N:42][C:41]=2[C:37]2[C:36]([F:57])=[C:35]([NH:34][S:64]([C:60]3[CH:59]=[N:58][CH:63]=[CH:62][CH:61]=3)(=[O:66])=[O:65])[CH:40]=[CH:39][CH:38]=2)[CH:51]=[CH:50][N:49]=1, predict the reactants needed to synthesize it. The reactants are: ClC1N=C(C2SC(C(C)C)=NC=2C2C=C(NS(C3C(F)=CC=CC=3F)(=O)=O)C=CC=2)C=CN=1.[NH2:34][C:35]1[C:36]([F:57])=[C:37]([C:41]2[N:42]=[C:43]([C:53]([CH3:56])([CH3:55])[CH3:54])[S:44][C:45]=2[C:46]2[CH:51]=[CH:50][N:49]=[C:48]([NH2:52])[N:47]=2)[CH:38]=[CH:39][CH:40]=1.[N:58]1[CH:63]=[CH:62][CH:61]=[C:60]([S:64](Cl)(=[O:66])=[O:65])[CH:59]=1. (9) The reactants are: [CH3:1][C:2]([C:4]1[CH:9]=[CH:8][C:7]([O:10][CH3:11])=[CH:6][CH:5]=1)=[O:3].[CH3:12][O:13][C:14]1[C:23]([O:24][CH3:25])=[CH:22][CH:21]=[CH:20][C:15]=1[C:16](OC)=[O:17].[H-].[Na+]. Given the product [CH3:12][O:13][C:14]1[C:23]([O:24][CH3:25])=[CH:22][CH:21]=[CH:20][C:15]=1[C:16](=[O:17])[CH2:1][C:2]([C:4]1[CH:9]=[CH:8][C:7]([O:10][CH3:11])=[CH:6][CH:5]=1)=[O:3], predict the reactants needed to synthesize it. (10) The reactants are: [CH3:1][O:2][C:3]([C:5]1([CH3:10])[CH2:9][CH2:8][NH:7][CH2:6]1)=[O:4].[O:11]([C:18]1[CH:19]=[C:20]([CH:23]=[CH:24][CH:25]=1)[CH:21]=O)[C:12]1[CH:17]=[CH:16][CH:15]=[CH:14][CH:13]=1.C(O)(=O)C.C([BH3-])#N.[Na+]. Given the product [CH3:1][O:2][C:3]([C:5]1([CH3:10])[CH2:9][CH2:8][N:7]([CH2:21][C:20]2[CH:23]=[CH:24][CH:25]=[C:18]([O:11][C:12]3[CH:17]=[CH:16][CH:15]=[CH:14][CH:13]=3)[CH:19]=2)[CH2:6]1)=[O:4], predict the reactants needed to synthesize it.